Dataset: Forward reaction prediction with 1.9M reactions from USPTO patents (1976-2016). Task: Predict the product of the given reaction. (1) Given the reactants [Br:1][C:2]1[CH:7]=[CH:6][C:5]([C:8]2[N:9]=[C:10]([N:13]3[C@H:17]([C:18](OC)=[O:19])[CH2:16][O:15][C:14]3=[O:22])[S:11][CH:12]=2)=[CH:4][CH:3]=1.[BH4-].[Li+], predict the reaction product. The product is: [Br:1][C:2]1[CH:7]=[CH:6][C:5]([C:8]2[N:9]=[C:10]([N:13]3[C@H:17]([CH2:18][OH:19])[CH2:16][O:15][C:14]3=[O:22])[S:11][CH:12]=2)=[CH:4][CH:3]=1. (2) Given the reactants [C:1](OC(=O)C)(=[O:3])[CH3:2].[CH3:8][O:9][C:10]1[CH:11]=[C:12]([C:17]([F:20])([F:19])[F:18])[CH:13]=[C:14]([CH:16]=1)[NH2:15].CCCCCC, predict the reaction product. The product is: [CH3:8][O:9][C:10]1[CH:11]=[C:12]([C:17]([F:18])([F:19])[F:20])[CH:13]=[C:14]([NH:15][C:1](=[O:3])[CH3:2])[CH:16]=1. (3) Given the reactants P(Cl)(Cl)(Cl)(Cl)Cl.C1(N[C:14]([C:16]2[C:21]([CH2:22][CH2:23][C:24]3[CH:29]=[CH:28][CH:27]=[C:26]([Cl:30])[CH:25]=3)=[CH:20][CH:19]=[CH:18][N:17]=2)=[O:15])C=CC=CC=1.[Cl-].[Al+3].[Cl-].[Cl-].[OH-].[Na+], predict the reaction product. The product is: [Cl:30][C:26]1[CH:27]=[CH:28][C:29]2[C:14](=[O:15])[C:16]3=[N:17][CH:18]=[CH:19][CH:20]=[C:21]3[CH2:22][CH2:23][C:24]=2[CH:25]=1.